This data is from Forward reaction prediction with 1.9M reactions from USPTO patents (1976-2016). The task is: Predict the product of the given reaction. (1) The product is: [C:7]([N:11]([C:39](=[O:40])[C:38]1[CH:42]=[C:43]([CH3:45])[CH:44]=[C:36]([CH3:35])[CH:37]=1)[NH:12][C:13]([C:15]1[CH:33]=[CH:32][C:18]2[O:19][CH2:20][CH:21]([CH2:23][O:24][Si:25]([C:28]([CH3:31])([CH3:30])[CH3:29])([CH3:27])[CH3:26])[O:22][C:17]=2[C:16]=1[CH3:34])=[O:14])([CH3:10])([CH3:9])[CH3:8]. Given the reactants C(=O)([O-])[O-].[K+].[K+].[C:7]([NH:11][NH:12][C:13]([C:15]1[CH:33]=[CH:32][C:18]2[O:19][CH2:20][CH:21]([CH2:23][O:24][Si:25]([C:28]([CH3:31])([CH3:30])[CH3:29])([CH3:27])[CH3:26])[O:22][C:17]=2[C:16]=1[CH3:34])=[O:14])([CH3:10])([CH3:9])[CH3:8].[CH3:35][C:36]1[CH:37]=[C:38]([CH:42]=[C:43]([CH3:45])[CH:44]=1)[C:39](Cl)=[O:40].CCOCC.CCCCCC, predict the reaction product. (2) The product is: [CH3:1][O:2][C:3]1[CH:4]=[C:5]([CH:11]=[CH:12][C:13]=1[O:14][CH2:15][CH2:16][NH:17][CH2:18][CH2:19][C:40](=[O:41])[CH2:39][C:24]1[CH:25]=[CH:26][C:27]([NH:28][C:29]([NH:31][C:32]2[CH:37]=[CH:36][CH:35]=[CH:34][C:33]=2[CH3:38])=[O:30])=[C:22]([O:21][CH3:20])[CH:23]=1)[C:6]([O:8][CH2:9][CH3:10])=[O:7]. Given the reactants [CH3:1][O:2][C:3]1[CH:4]=[C:5]([CH:11]=[CH:12][C:13]=1[O:14][CH2:15][CH2:16][NH:17][CH2:18][CH3:19])[C:6]([O:8][CH2:9][CH3:10])=[O:7].[CH3:20][O:21][C:22]1[CH:23]=[C:24]([CH2:39][C:40](O)=[O:41])[CH:25]=[CH:26][C:27]=1[NH:28][C:29]([NH:31][C:32]1[CH:37]=[CH:36][CH:35]=[CH:34][C:33]=1[CH3:38])=[O:30].CCN(CC)CC, predict the reaction product. (3) Given the reactants C([SiH](CC)CC)C.[F:8][C:9]1[CH:14]=[CH:13][C:12]([C@H:15]([N:17]2[CH2:56][CH2:55][C:21]3[CH:22]=[C:23]4[C:27](=[CH:28][C:20]=3[NH:19][C:18]2=[O:57])[N:26](C(C2C=CC=CC=2)(C2C=CC=CC=2)C2C=CC=CC=2)[N:25]=[C:24]4[C:48]2[CH:53]=[CH:52][N:51]=[C:50]([CH3:54])[CH:49]=2)[CH3:16])=[CH:11][CH:10]=1.[C:58]([OH:64])([C:60]([F:63])([F:62])[F:61])=[O:59], predict the reaction product. The product is: [F:61][C:60]([F:63])([F:62])[C:58]([OH:64])=[O:59].[F:8][C:9]1[CH:14]=[CH:13][C:12]([C@H:15]([N:17]2[CH2:56][CH2:55][C:21]3[CH:22]=[C:23]4[C:27](=[CH:28][C:20]=3[NH:19][C:18]2=[O:57])[NH:26][N:25]=[C:24]4[C:48]2[CH:53]=[CH:52][N:51]=[C:50]([CH3:54])[CH:49]=2)[CH3:16])=[CH:11][CH:10]=1.